From a dataset of Experimentally validated miRNA-target interactions with 360,000+ pairs, plus equal number of negative samples. Binary Classification. Given a miRNA mature sequence and a target amino acid sequence, predict their likelihood of interaction. (1) The miRNA is hsa-miR-3666 with sequence CAGUGCAAGUGUAGAUGCCGA. The protein sequence of the target gene is MSDAGGGKKPPVEPQAGPGPGRAAGERGLSGSFPLVLKKLMENPPRETRLDKEKGKEKLEEDESAAASTMAVSASLMPPIWDKTIPYDGESFHLEYMDLDEFLLENGIPASPTHLAQNLLLPVAELEGKESASSSTASPPSSSTAIFQPSETVSSTESSLEKERETPSPIDPSCVEVDVNFNPDPADLVLSSVPGGELFNPRKHRFAEEDLKPQPMIKKAKKVFVPDEQKDEKYWTRRKKNNVAAKRSRDARRLKENQITIRAAFLEKENTALRTEVAELRKEVGKCKTIVSKYETKYGP.... Result: 0 (no interaction). (2) The miRNA is hsa-miR-516b-5p with sequence AUCUGGAGGUAAGAAGCACUUU. The protein sequence of the target gene is MNMIWRNSISCLRLGKVPHRYQSGYHPVAPLGSRILTDPAKVFEHNMWDHMQWSKEEEAAARKKVKENSAVRVLLEEQVKYEREASKYWDTFYKIHKNKFFKDRNWLLREFPEILPVDQKPEEKARESSWDHVKTSATNRFSRMHCPTVPDEKNHYEKSSGSSEGQSKTESDFSNLDSEKHKKGPMETGLFPGSNATFRILEVGCGAGNSVFPILNTLENSPESFLYCCDFASGAVELVKSHSSYRATQCFAFVHDVCDDGLPYPFPDGILDVILLVFVLSSIHPDRTLFI. Result: 1 (interaction). (3) The miRNA is hsa-miR-6856-5p with sequence AAGAGAGGAGCAGUGGUGCUGUGG. The protein sequence of the target gene is MGLTAYGNRRVQPGELPFGANLTLIHTRAQPVICSKLLLTKRVSPISFFLSKFQNSWGEDGWVQLDQLPSPNAVSSDQVHCSAGCTHRKCGWAASKSKEKVPARPHGVCDGVCTDYSQCTQPCPPDTQGNMGFSCRQKTWHKITDTCQTLNALNIFEEDSRLVQPFEDNIKISVYTGKSETITDMLLQKCPTDLSCVIRNIQQSPWIPGNIAVIVQLLHNISTAIWTGVDEAKMQSYSTIANHILNSKSISNWTFIPDRNSSYILLHSVNSFARRLFIDKHPVDISDVFIHTMGTTISGD.... Result: 1 (interaction). (4) The protein sequence of the target gene is MADGKGDAAAVAGAGAEAPAVAGAGDGVETESMVRGHRPVSPAPGASGLRPCLWQLETELREQEVSEVSSLNYCRSFCQTLLQYASNKNASEHIVYLLEVYRLAIQSFASARPYLTTECEDVLLVLGRLVLSCFELLLSVSESELPCEVWLPFLQSLQESHDALLEFGNNNLQILVHVTKEGVWKNPVLLKILSQQPVETEEVNKLIAQEGPSFLQMRIKHLLKSNCIPQATALSKLCAESKEISNVSSFQQAYITCLCSMLPNEDAIKEIAKVDCKEVLDIICNLESEGQDNTAFVLCT.... The miRNA is mmu-miR-874-3p with sequence CUGCCCUGGCCCGAGGGACCGA. Result: 0 (no interaction).